Dataset: Forward reaction prediction with 1.9M reactions from USPTO patents (1976-2016). Task: Predict the product of the given reaction. (1) Given the reactants Br[C:2]1[CH:7]=[CH:6][C:5]([C@@H:8]([OH:13])[C:9]([F:12])([F:11])[F:10])=[CH:4][CH:3]=1.[F:14][C:15]1[CH:16]=[C:17](B(O)O)[CH:18]=[CH:19][CH:20]=1, predict the reaction product. The product is: [F:10][C:9]([F:12])([F:11])[C@@H:8]([C:5]1[CH:6]=[CH:7][C:2]([C:19]2[CH:18]=[CH:17][CH:16]=[C:15]([F:14])[CH:20]=2)=[CH:3][CH:4]=1)[OH:13]. (2) The product is: [CH3:20][O:19][C:16]1[CH:15]=[CH:14][C:13]([C:12]2[NH:11][C:8]3=[CH:9][C:10]4[C:2]([CH3:35])([CH3:1])[C:3](=[O:34])[N:4]([CH2:25][CH2:26][CH2:27][N:28]5[CH2:29][CH2:30][O:31][CH2:32][CH2:33]5)[C:5]=4[CH:6]=[C:7]3[N:22]=2)=[CH:18][CH:17]=1. Given the reactants [CH3:1][C:2]1([CH3:35])[C:10]2[C:5](=[CH:6][C:7]([N+:22]([O-])=O)=[C:8]([NH:11][C:12](=O)[C:13]3[CH:18]=[CH:17][C:16]([O:19][CH3:20])=[CH:15][CH:14]=3)[CH:9]=2)[N:4]([CH2:25][CH2:26][CH2:27][N:28]2[CH2:33][CH2:32][O:31][CH2:30][CH2:29]2)[C:3]1=[O:34], predict the reaction product. (3) Given the reactants [C:1]([O:5][C:6]([N:8]1[CH2:15][C@H:14]2[C@H:10]([C:11]([C:16]3[CH:17]=[N:18][C:19](OC)=[CH:20][CH:21]=3)=[N:12][O:13]2)[CH2:9]1)=[O:7])([CH3:4])([CH3:3])[CH3:2].ON=C(Cl)C1C=NC([C:33]([F:36])([F:35])[F:34])=CC=1, predict the reaction product. The product is: [C:1]([O:5][C:6]([N:8]1[CH2:15][C@H:14]2[C@H:10]([C:11]([C:16]3[CH:17]=[N:18][C:19]([C:33]([F:36])([F:35])[F:34])=[CH:20][CH:21]=3)=[N:12][O:13]2)[CH2:9]1)=[O:7])([CH3:2])([CH3:3])[CH3:4]. (4) The product is: [N:30]1([CH2:29][CH2:28][O:24][C:21]2[CH:22]=[CH:23][C:18]([N:15]3[CH2:14][CH2:13][N:12]([C:9]4[CH:10]=[CH:11][C:6]5[N:7]([C:3]([C:2]([F:1])([F:25])[F:26])=[N:4][N:5]=5)[N:8]=4)[CH2:17][CH2:16]3)=[CH:19][CH:20]=2)[CH:34]=[CH:33][N:32]=[CH:31]1. Given the reactants [F:1][C:2]([F:26])([F:25])[C:3]1[N:7]2[N:8]=[C:9]([N:12]3[CH2:17][CH2:16][N:15]([C:18]4[CH:23]=[CH:22][C:21]([OH:24])=[CH:20][CH:19]=4)[CH2:14][CH2:13]3)[CH:10]=[CH:11][C:6]2=[N:5][N:4]=1.O[CH2:28][CH2:29][N:30]1[CH:34]=[CH:33][N:32]=[CH:31]1, predict the reaction product. (5) The product is: [Cl:27][C:26]1[C:25]2[C:20](=[CH:21][CH:22]=[C:23]([C:28]([C:30]3[N:34]([CH3:35])[C:33]([CH3:36])=[N:32][CH:31]=3)([C:37]3[N:41]([CH3:42])[C:40]([CH3:43])=[N:39][CH:38]=3)[OH:29])[CH:24]=2)[N:19]=[C:18]([O:44][CH3:45])[C:17]=1[CH2:16][NH:5][CH2:4][CH2:3][C:2]([F:7])([F:6])[F:1]. Given the reactants [F:1][C:2]([F:7])([F:6])[CH2:3][CH2:4][NH2:5].[Si](O[CH2:16][C:17]1[C:18]([O:44][CH3:45])=[N:19][C:20]2[C:25]([C:26]=1[Cl:27])=[CH:24][C:23]([C:28]([C:37]1[N:41]([CH3:42])[C:40]([CH3:43])=[N:39][CH:38]=1)([C:30]1[N:34]([CH3:35])[C:33]([CH3:36])=[N:32][CH:31]=1)[OH:29])=[CH:22][CH:21]=2)(C(C)(C)C)(C)C.C(N(CC)CC)C, predict the reaction product. (6) Given the reactants Cl.[NH2:2][OH:3].C[O-].[Na+].CO.C[O:10][C:11](=O)[C@@H:12]([NH:16][S:17]([C:19]1[CH:24]=[CH:23][C:22]([C:25]#[C:26][C:27]2[CH:32]=[CH:31][C:30]([CH2:33][N:34]3[CH2:39][CH2:38][O:37][CH2:36][CH2:35]3)=[CH:29][CH:28]=2)=[CH:21][CH:20]=1)=[O:18])[C@H:13]([OH:15])[CH3:14].Cl, predict the reaction product. The product is: [OH:15][C@H:13]([CH3:14])[C@H:12]([NH:16][S:17]([C:19]1[CH:20]=[CH:21][C:22]([C:25]#[C:26][C:27]2[CH:32]=[CH:31][C:30]([CH2:33][N:34]3[CH2:39][CH2:38][O:37][CH2:36][CH2:35]3)=[CH:29][CH:28]=2)=[CH:23][CH:24]=1)=[O:18])[C:11]([NH:2][OH:3])=[O:10].